Predict the reactants needed to synthesize the given product. From a dataset of Full USPTO retrosynthesis dataset with 1.9M reactions from patents (1976-2016). (1) The reactants are: [Br:1][C:2]1[CH:7]=[CH:6][C:5](Br)=[CH:4][N:3]=1.[Li]CCCC.CN([CH:17]=[O:18])C.Cl. Given the product [Br:1][C:2]1[CH:7]=[CH:6][C:5]([CH:17]=[O:18])=[CH:4][N:3]=1, predict the reactants needed to synthesize it. (2) Given the product [Cl:7][Ti:6]([Cl:10])([Cl:9])[Cl:8].[Cl-:12].[Cl-:1].[Cl-:7].[Cl-:7].[Zr+4:5], predict the reactants needed to synthesize it. The reactants are: [Cl-:1].[Cl-].[Cl-].[Cl-].[Zr+4:5].[Ti:6]([Cl:10])([Cl:9])([Cl:8])[Cl:7].C(Cl)[Cl:12]. (3) Given the product [F:1][C:2]1[CH:3]=[CH:4][C:5]([CH2:6][C:7]2[C:8]([O:19][CH3:20])=[CH:9][CH:10]=[C:11]3[C:16]=2[C:15](=[O:17])[N:23]([CH2:24][CH2:25][CH2:26][OH:27])[C:13](=[O:18])[NH:12]3)=[CH:21][CH:22]=1, predict the reactants needed to synthesize it. The reactants are: [F:1][C:2]1[CH:22]=[CH:21][C:5]([CH2:6][C:7]2[C:16]3[C:15](=[O:17])O[C:13](=[O:18])[NH:12][C:11]=3[CH:10]=[CH:9][C:8]=2[O:19][CH3:20])=[CH:4][CH:3]=1.[NH2:23][CH2:24][CH2:25][CH2:26][OH:27].Cl.